This data is from Forward reaction prediction with 1.9M reactions from USPTO patents (1976-2016). The task is: Predict the product of the given reaction. (1) Given the reactants C(OC([N:8]1[C:16]2[C:11](=[CH:12][C:13]([Br:17])=[CH:14][CH:15]=2)[C:10]([CH2:18][C:19](OCC)=[O:20])=[CH:9]1)=O)(C)(C)C.[H-].[H-].[H-].[H-].[Li+].[Al+3].O.[OH-].[Na+], predict the reaction product. The product is: [Br:17][C:13]1[CH:12]=[C:11]2[C:16](=[CH:15][CH:14]=1)[NH:8][CH:9]=[C:10]2[CH2:18][CH2:19][OH:20]. (2) Given the reactants [Cl-].[NH4+:2].[Cl:3][C:4]1[N:9]=[C:8]([C:10](=[NH:13])OC)[CH:7]=[CH:6][CH:5]=1, predict the reaction product. The product is: [Cl:3][C:4]1[N:9]=[C:8]([C:10](=[NH:13])[NH2:2])[CH:7]=[CH:6][CH:5]=1. (3) Given the reactants [CH3:1][N:2]([CH2:4][C:5]1[C:13]2[O:12][N:11]=[C:10]([CH2:14][CH2:15][CH:16]3[CH2:21][CH2:20][N:19]([C:22]4[N:27]=[C:26]([F:28])[CH:25]=[CH:24][CH:23]=4)[CH2:18][CH2:17]3)[C:9]=2[CH:8]=[CH:7][C:6]=1[O:29][CH2:30][CH:31]1[CH2:33][CH2:32]1)[CH3:3].[ClH:34], predict the reaction product. The product is: [ClH:34].[CH3:1][N:2]([CH2:4][C:5]1[C:13]2[O:12][N:11]=[C:10]([CH2:14][CH2:15][CH:16]3[CH2:17][CH2:18][N:19]([C:22]4[N:27]=[C:26]([F:28])[CH:25]=[CH:24][CH:23]=4)[CH2:20][CH2:21]3)[C:9]=2[CH:8]=[CH:7][C:6]=1[O:29][CH2:30][CH:31]1[CH2:32][CH2:33]1)[CH3:3].